The task is: Regression. Given a peptide amino acid sequence and an MHC pseudo amino acid sequence, predict their binding affinity value. This is MHC class I binding data.. This data is from Peptide-MHC class I binding affinity with 185,985 pairs from IEDB/IMGT. The peptide sequence is FPQGKAREF. The MHC is HLA-A68:01 with pseudo-sequence HLA-A68:01. The binding affinity (normalized) is 0.370.